Dataset: Full USPTO retrosynthesis dataset with 1.9M reactions from patents (1976-2016). Task: Predict the reactants needed to synthesize the given product. (1) Given the product [CH3:13][O:14][C:15]1[CH:16]=[C:17]2[C:22](=[CH:23][C:24]=1[O:25][CH3:26])[N:21]=[CH:20][CH:19]=[C:18]2[O:27][C:28]1[CH:34]=[CH:33][C:31]([NH:32][C:11]([NH:10][C:8](=[O:9])[C:3]2[CH:4]=[CH:5][CH:6]=[CH:7][C:2]=2[CH3:1])=[S:12])=[C:30]([CH3:35])[C:29]=1[CH3:36], predict the reactants needed to synthesize it. The reactants are: [CH3:1][C:2]1[CH:7]=[CH:6][CH:5]=[CH:4][C:3]=1[C:8]([N:10]=[C:11]=[S:12])=[O:9].[CH3:13][O:14][C:15]1[CH:16]=[C:17]2[C:22](=[CH:23][C:24]=1[O:25][CH3:26])[N:21]=[CH:20][CH:19]=[C:18]2[O:27][C:28]1[CH:34]=[CH:33][C:31]([NH2:32])=[C:30]([CH3:35])[C:29]=1[CH3:36].C1(C)C=CC=CC=1. (2) The reactants are: Cl.[CH3:2][O:3][C:4]1[CH:9]=[C:8]([CH3:10])[NH:7][C:6](=[O:11])[C:5]=1[CH2:12][NH:13][C:14]([C:16]1[C:24]2[C:19](=[CH:20][CH:21]=[CH:22][CH:23]=2)[N:18]([C@@H:25]([CH:27]2[CH2:32][CH2:31][NH:30][CH2:29][CH2:28]2)[CH3:26])[C:17]=1[CH3:33])=[O:15].CCN(C(C)C)C(C)C.[CH:43]1([S:46](Cl)(=[O:48])=[O:47])[CH2:45][CH2:44]1. Given the product [CH:43]1([S:46]([N:30]2[CH2:29][CH2:28][CH:27]([C@H:25]([N:18]3[C:19]4[C:24](=[CH:23][CH:22]=[CH:21][CH:20]=4)[C:16]([C:14]([NH:13][CH2:12][C:5]4[C:6](=[O:11])[NH:7][C:8]([CH3:10])=[CH:9][C:4]=4[O:3][CH3:2])=[O:15])=[C:17]3[CH3:33])[CH3:26])[CH2:32][CH2:31]2)(=[O:48])=[O:47])[CH2:45][CH2:44]1, predict the reactants needed to synthesize it.